This data is from Forward reaction prediction with 1.9M reactions from USPTO patents (1976-2016). The task is: Predict the product of the given reaction. (1) Given the reactants Br[C:2]([F:15])([F:14])[C:3](F)([F:12])[O:4][C:5]1[CH:6]=[C:7]([Br:11])[CH:8]=[CH:9][CH:10]=1, predict the reaction product. The product is: [F:12][C:3]([O:4][C:5]1[CH:6]=[C:7]([Br:11])[CH:8]=[CH:9][CH:10]=1)=[C:2]([F:14])[F:15]. (2) Given the reactants [CH3:1][C:2]1[N:3]=[C:4]([C:7]2[C:15]3[CH2:14][CH2:13][O:12][CH2:11][C:10]=3[S:9][C:8]=2[NH2:16])[S:5][CH:6]=1.[C:17]12[C:25](=[O:26])[O:24][C:22](=[O:23])[C:18]=1[CH2:19][CH2:20][CH2:21]2, predict the reaction product. The product is: [CH3:1][C:2]1[N:3]=[C:4]([C:7]2[C:15]3[CH2:14][CH2:13][O:12][CH2:11][C:10]=3[S:9][C:8]=2[NH:16][C:25]([C:17]2[CH2:21][CH2:20][CH2:19][C:18]=2[C:22]([OH:24])=[O:23])=[O:26])[S:5][CH:6]=1. (3) Given the reactants C1(C)C=CC=CC=1P(C1C=CC=CC=1C)C1C=CC=CC=1C.Br[C:24]1[CH:30]=[C:29]([CH3:31])[C:27]([NH2:28])=[C:26]([Cl:32])[CH:25]=1.[C:33]([NH:36][C:37](=[CH2:42])[C:38]([O:40][CH3:41])=[O:39])(=[O:35])[CH3:34].C(N(CC)CC)C, predict the reaction product. The product is: [C:33]([NH:36]/[C:37](=[CH:42]/[C:24]1[CH:30]=[C:29]([CH3:31])[C:27]([NH2:28])=[C:26]([Cl:32])[CH:25]=1)/[C:38]([O:40][CH3:41])=[O:39])(=[O:35])[CH3:34].